This data is from Tyrosyl-DNA phosphodiesterase HTS with 341,365 compounds. The task is: Binary Classification. Given a drug SMILES string, predict its activity (active/inactive) in a high-throughput screening assay against a specified biological target. (1) The drug is S(Cc1oc(cc1)C(OC)=O)c1oc(nn1)CNC(=O)c1ccc(OC)cc1. The result is 0 (inactive). (2) The compound is s1c2c(CCCC2)c2c1nc(SCC(=O)NCCO)[nH]c2=O. The result is 0 (inactive). (3) The compound is S(=O)(=O)(Nc1c(=O)n2[nH]c(nc2nc1C)CCC)c1ccc([N+]([O-])=O)cc1. The result is 0 (inactive). (4) The compound is O1C(CNC(=O)c2c(cc(oc2C)=O)C)COc2c1cccc2. The result is 0 (inactive). (5) The molecule is Brc1c(C(=O)Nc2sc(S(=O)(=O)N3CCCc4c3cccc4)nn2)cccc1. The result is 0 (inactive). (6) The compound is Clc1c(NC(=O)CCC(OCC(=O)c2cc([N+]([O-])=O)c(cc2)C)=O)cc(Cl)cc1. The result is 0 (inactive). (7) The compound is Clc1c(n(nc1C)C)C(=O)NC(=S)Nc1cc(OC)ccc1. The result is 0 (inactive). (8) The molecule is s1c(c2n(c(CCC(O)=O)cc2)CC(=O)Nc2c(OC)ccc(OC)c2)ccc1. The result is 0 (inactive). (9) The drug is O1CCN(CCNC(=O)c2c(n(CC(C)C)c3nc4c(nc23)cccc4)N)CC1. The result is 0 (inactive). (10) The molecule is Clc1ccc(CSc2sc(SCC(=O)NN\C=C3\c4c(N=C3)cccc4)nn2)cc1. The result is 1 (active).